This data is from Forward reaction prediction with 1.9M reactions from USPTO patents (1976-2016). The task is: Predict the product of the given reaction. (1) Given the reactants C[O:2][CH:3](OC)[CH:4]1[S:8][C:7]([C:9]2[NH:10][C:11]3[C:16]([CH:17]=2)=[CH:15][CH:14]=[CH:13][C:12]=3[N:18]([CH3:27])[S:19]([C:22]2[S:23][CH:24]=[CH:25][CH:26]=2)(=[O:21])=[O:20])=[N:6][CH2:5]1.FC(F)(F)C(O)=O.S(=O)(=O)(O)O.C(=O)([O-])O.[Na+], predict the reaction product. The product is: [CH:3]([CH:4]1[S:8][C:7]([C:9]2[NH:10][C:11]3[C:16]([CH:17]=2)=[CH:15][CH:14]=[CH:13][C:12]=3[N:18]([CH3:27])[S:19]([C:22]2[S:23][CH:24]=[CH:25][CH:26]=2)(=[O:21])=[O:20])=[N:6][CH2:5]1)=[O:2]. (2) Given the reactants [N+:1]([C:4]1[CH:5]=[C:6]([OH:10])[CH:7]=[CH:8][CH:9]=1)([O-:3])=[O:2].[CH2:11](Br)[CH:12]=[CH2:13].C(=O)([O-])[O-].[K+].[K+], predict the reaction product. The product is: [CH2:13]([O:10][C:6]1[CH:5]=[C:4]([N+:1]([O-:3])=[O:2])[CH:9]=[CH:8][CH:7]=1)[CH:12]=[CH2:11]. (3) Given the reactants [C:1]1(O)[CH:6]=[CH:5][CH:4]=[CH:3][CH:2]=1.[C:8]([O-])([O-])=[O:9].[K+].[K+].[CH2:14](Br)[C:15]1[CH:20]=[CH:19][CH:18]=[CH:17][CH:16]=1, predict the reaction product. The product is: [CH2:8]([O:9][CH2:14][C:15]1[CH:20]=[CH:19][CH:18]=[CH:17][CH:16]=1)[C:1]1[CH:6]=[CH:5][CH:4]=[CH:3][CH:2]=1. (4) Given the reactants [CH2:1]([N:5]1[C:13]2[N:12]=[CH:11][N:10](CC3C=CC=CC=3)[C:9]=2[C:8](=[O:21])[N:7]([CH2:22][C:23]2[CH:28]=[CH:27][CH:26]=[CH:25][CH:24]=2)[C:6]1=[O:29])[CH2:2][CH2:3][CH3:4], predict the reaction product. The product is: [CH2:1]([N:5]1[C:13]2[N:12]=[CH:11][NH:10][C:9]=2[C:8](=[O:21])[N:7]([CH2:22][C:23]2[CH:24]=[CH:25][CH:26]=[CH:27][CH:28]=2)[C:6]1=[O:29])[CH2:2][CH2:3][CH3:4]. (5) Given the reactants [Cl:1][C:2]1[CH:25]=[CH:24][C:23]([C:26]([F:29])([F:28])[F:27])=[CH:22][C:3]=1[O:4][CH:5]1[CH2:10][CH2:9][N:8]([C:11](=[O:21])[CH2:12][NH:13][C:14]2[C:15](=[O:20])[NH:16][N:17]=[CH:18][CH:19]=2)[CH2:7][CH2:6]1.Br[CH2:31][C:32]#[C:33][CH3:34], predict the reaction product. The product is: [CH2:31]([N:16]1[C:15](=[O:20])[C:14]([NH:13][CH2:12][C:11]([N:8]2[CH2:9][CH2:10][CH:5]([O:4][C:3]3[CH:22]=[C:23]([C:26]([F:29])([F:27])[F:28])[CH:24]=[CH:25][C:2]=3[Cl:1])[CH2:6][CH2:7]2)=[O:21])=[CH:19][CH:18]=[N:17]1)[C:32]#[C:33][CH3:34]. (6) Given the reactants [CH3:1][C:2]([O:13][Si:14]([CH3:17])([CH3:16])[CH3:15])([CH3:12])[CH2:3][N:4]1[CH:8]=[C:7]([N+:9]([O-:11])=[O:10])[CH:6]=[N:5]1.C[Si]([N-][Si](C)(C)C)(C)C.[Li+].[Cl:28]C(Cl)(Cl)C(Cl)(Cl)Cl, predict the reaction product. The product is: [Cl:28][C:8]1[N:4]([CH2:3][C:2]([CH3:1])([O:13][Si:14]([CH3:15])([CH3:17])[CH3:16])[CH3:12])[N:5]=[CH:6][C:7]=1[N+:9]([O-:11])=[O:10]. (7) Given the reactants [Na:1].[S:2]([O:6][N:7]1[C:13](=[O:14])[N:12]2[CH2:15][C@H:8]1[CH2:9][CH2:10][C@H:11]2[CH2:16][NH:17]C(OC(C)(C)C)=O)([OH:5])(=[O:4])=[O:3].FC(F)(F)C(O)=O, predict the reaction product. The product is: [Na:1].[S:2]([O:6][N:7]1[C:13](=[O:14])[N:12]2[CH2:15][C@H:8]1[CH2:9][CH2:10][C@H:11]2[CH2:16][NH2:17])([OH:5])(=[O:3])=[O:4].